This data is from Full USPTO retrosynthesis dataset with 1.9M reactions from patents (1976-2016). The task is: Predict the reactants needed to synthesize the given product. (1) Given the product [C:1]([NH:9][CH2:10][CH2:11][C:12]1[S:16]/[C:15](=[N:17]\[S:18]([C:21]2[CH:30]=[CH:29][CH:28]=[CH:27][C:22]=2[C:23]([OH:25])=[O:24])(=[O:19])=[O:20])/[N:14]([CH2:31][C:32]2[C:41]3[C:36](=[CH:37][CH:38]=[CH:39][CH:40]=3)[CH:35]=[CH:34][CH:33]=2)[CH:13]=1)(=[O:8])[C:2]1[CH:3]=[CH:4][N:5]=[CH:6][CH:7]=1, predict the reactants needed to synthesize it. The reactants are: [C:1]([NH:9][CH2:10][CH2:11][C:12]1[S:16]/[C:15](=[N:17]\[S:18]([C:21]2[CH:30]=[CH:29][CH:28]=[CH:27][C:22]=2[C:23]([O:25]C)=[O:24])(=[O:20])=[O:19])/[N:14]([CH2:31][C:32]2[C:41]3[C:36](=[CH:37][CH:38]=[CH:39][CH:40]=3)[CH:35]=[CH:34][CH:33]=2)[CH:13]=1)(=[O:8])[C:2]1[CH:7]=[CH:6][N:5]=[CH:4][CH:3]=1.C(OC(NCCC1S/C(=N\S(C2C=CC=CC=2C(O)=O)(=O)=O)/N(CC2C3C(=CC=CC=3)C=CC=2)C=1)=O)(C)(C)C. (2) Given the product [OH:62][C@H:61]([CH2:60][O:59][C:56]1[CH:57]=[CH:58][C:53]([OH:52])=[CH:54][CH:55]=1)[CH2:63][NH:4][CH2:5][CH2:6][C:7]1[CH:8]=[CH:9][C:10]([NH:11][CH:12]2[CH2:17][CH2:16][N:15]([C:18]([NH:20][C:21]3[CH:22]=[CH:23][C:24]([O:25][CH2:26][C:27]([OH:29])=[O:28])=[CH:31][CH:32]=3)=[O:19])[CH2:14][CH2:13]2)=[CH:33][CH:34]=1, predict the reactants needed to synthesize it. The reactants are: C(O)=O.[NH2:4][CH2:5][CH2:6][C:7]1[CH:34]=[CH:33][C:10]([NH:11][CH:12]2[CH2:17][CH2:16][N:15]([C:18]([NH:20][C:21]3[CH:32]=[CH:31][C:24]([O:25][CH2:26][C:27]([O:29]C)=[O:28])=[CH:23][CH:22]=3)=[O:19])[CH2:14][CH2:13]2)=[CH:9][CH:8]=1.C([Si]([O:52][C:53]1[CH:58]=[CH:57][C:56]([O:59][CH2:60][CH:61]2[CH2:63][O:62]2)=[CH:55][CH:54]=1)(C1C=CC=CC=1)C1C=CC=CC=1)(C)(C)C. (3) Given the product [Cl:18][C:19]1[CH:20]=[C:21]2[C:27]([C:28]3[N:33]=[C:32]([NH:1][CH2:2][CH:3]4[CH2:8][C:7]([F:10])([F:9])[CH2:6][CH2:5][N:4]4[C:11]([O:13][C:14]([CH3:17])([CH3:16])[CH3:15])=[O:12])[C:31]([F:37])=[CH:30][N:29]=3)=[CH:26][N:25]([S:38]([C:41]3[CH:46]=[CH:45][C:44]([CH3:47])=[CH:43][CH:42]=3)(=[O:40])=[O:39])[C:22]2=[N:23][CH:24]=1, predict the reactants needed to synthesize it. The reactants are: [NH2:1][CH2:2][CH:3]1[CH2:8][C:7]([F:10])([F:9])[CH2:6][CH2:5][N:4]1[C:11]([O:13][C:14]([CH3:17])([CH3:16])[CH3:15])=[O:12].[Cl:18][C:19]1[CH:20]=[C:21]2[C:27]([C:28]3[N:33]=[C:32](S(C)=O)[C:31]([F:37])=[CH:30][N:29]=3)=[CH:26][N:25]([S:38]([C:41]3[CH:46]=[CH:45][C:44]([CH3:47])=[CH:43][CH:42]=3)(=[O:40])=[O:39])[C:22]2=[N:23][CH:24]=1.CCN(C(C)C)C(C)C. (4) Given the product [CH:1]1([CH3:11])[CH2:6][CH2:5][CH:4]([CH:7]([CH3:9])[CH3:8])[CH:3]([Cl:12])[CH2:2]1, predict the reactants needed to synthesize it. The reactants are: [CH:1]1([CH3:11])[CH2:6][CH2:5][CH:4]([CH:7]([CH3:9])[CH3:8])[CH:3](O)[CH2:2]1.[ClH:12]. (5) Given the product [CH2:21]([O:20][C:18]([C:15]1[CH:16]=[CH:17][C:12]2[O:11][CH2:10][C:9](=[O:23])[N:8]([CH2:7][C:6]([OH:24])=[O:5])[C:13]=2[CH:14]=1)=[O:19])[CH3:22], predict the reactants needed to synthesize it. The reactants are: CC([O:5][C:6](=[O:24])[CH2:7][N:8]1[C:13]2[CH:14]=[C:15]([C:18]([O:20][CH2:21][CH3:22])=[O:19])[CH:16]=[CH:17][C:12]=2[O:11][CH2:10][C:9]1=[O:23])(C)C.CC#N.O. (6) Given the product [F:1][C:2]([F:7])([F:6])[C:3]([OH:5])=[O:4].[NH2:14][CH:15]1[CH2:20][CH2:19][CH:18]([NH:21][C:22]([C:24]2[CH:25]=[C:26]3[C:30](=[CH:31][CH:32]=2)[NH:29][N:28]=[CH:27]3)=[O:23])[CH2:17][CH2:16]1, predict the reactants needed to synthesize it. The reactants are: [F:1][C:2]([F:7])([F:6])[C:3]([OH:5])=[O:4].C(OC(=O)[NH:14][C@H:15]1[CH2:20][CH2:19][C@H:18]([NH:21][C:22]([C:24]2[CH:25]=[C:26]3[C:30](=[CH:31][CH:32]=2)[NH:29][N:28]=[CH:27]3)=[O:23])[CH2:17][CH2:16]1)(C)(C)C. (7) Given the product [C:1]([O:4][CH2:5][C:6]([CH3:36])([CH3:35])[CH2:7][N:8]1[C:14]2[CH:15]=[CH:16][C:17]([Cl:19])=[CH:18][C:13]=2[C@@H:12]([C:20]2[CH:25]=[CH:24][CH:23]=[C:22]([O:26][CH3:27])[C:21]=2[O:28][CH3:29])[O:11][C@H:10]([CH2:30][CH2:31][OH:32])[C:9]1=[O:34])(=[O:3])[CH3:2], predict the reactants needed to synthesize it. The reactants are: [C:1]([O:4][CH2:5][C:6]([CH3:36])([CH3:35])[CH2:7][N:8]1[C:14]2[CH:15]=[CH:16][C:17]([Cl:19])=[CH:18][C:13]=2[C@@H:12]([C:20]2[CH:25]=[CH:24][CH:23]=[C:22]([O:26][CH3:27])[C:21]=2[O:28][CH3:29])[O:11][C@H:10]([CH2:30][C:31](O)=[O:32])[C:9]1=[O:34])(=[O:3])[CH3:2].CN1CCOCC1.C(Cl)(=O)OCC.[B-].[Na+].[Cl-].[NH4+]. (8) The reactants are: O.[OH:2][C:3]1[CH:8]=[C:7]([OH:9])[CH:6]=[C:5]([OH:10])[C:4]=1[C:11](=[O:13])[CH3:12].C(N(CC)CC)C.C1C=CC(N([S:28]([C:31]([F:34])([F:33])[F:32])(=[O:30])=[O:29])[S:28]([C:31]([F:34])([F:33])[F:32])(=[O:30])=[O:29])=CC=1. Given the product [C:11]([C:4]1[C:3]([OH:2])=[CH:8][C:7]([O:9][S:28]([C:31]([F:34])([F:33])[F:32])(=[O:30])=[O:29])=[CH:6][C:5]=1[OH:10])(=[O:13])[CH3:12], predict the reactants needed to synthesize it. (9) Given the product [Cl:48][C:41]1[CH:42]=[C:43]([CH:46]=[CH:47][C:40]=1/[C:5](/[CH:1]1[CH2:2][CH2:3][CH2:4]1)=[C:6](/[C:7]1[CH:8]=[C:9]2[C:13](=[CH:14][CH:15]=1)[N:12]([CH:16]1[CH2:21][CH2:20][CH2:19][CH2:18][O:17]1)[N:11]=[C:10]2[F:22])\[C:23]1[CH:30]=[CH:29][C:26]([CH:27]=[O:28])=[CH:25][CH:24]=1)[C:44]#[N:45], predict the reactants needed to synthesize it. The reactants are: [CH:1]1(/[C:5](/B2OCC(C)(C)CO2)=[C:6](/[C:23]2[CH:30]=[CH:29][C:26]([CH:27]=[O:28])=[CH:25][CH:24]=2)\[C:7]2[CH:8]=[C:9]3[C:13](=[CH:14][CH:15]=2)[N:12]([CH:16]2[CH2:21][CH2:20][CH2:19][CH2:18][O:17]2)[N:11]=[C:10]3[F:22])[CH2:4][CH2:3][CH2:2]1.Br[C:40]1[CH:47]=[CH:46][C:43]([C:44]#[N:45])=[CH:42][C:41]=1[Cl:48].C([O-])([O-])=O.[K+].[K+].